From a dataset of Catalyst prediction with 721,799 reactions and 888 catalyst types from USPTO. Predict which catalyst facilitates the given reaction. (1) Reactant: [C:1]([C:5]1[CH:47]=[CH:46][C:8]2[N:9](COCC[Si](C)(C)C)[C:10]([CH2:12][CH2:13][CH2:14][CH2:15][S:16][CH2:17][C@@H:18]3[C@H:22]4[O:23]C(C)(C)[O:25][C@H:21]4[C@H:20]([N:28]4[CH:36]=[N:35][C:34]5[C:29]4=[N:30][CH:31]=[N:32][C:33]=5[NH2:37])[O:19]3)=[N:11][C:7]=2[CH:6]=1)([CH3:4])([CH3:3])[CH3:2].C(O)(C(F)(F)F)=[O:49]. Product: [NH2:37][C:33]1[N:32]=[CH:31][N:30]=[C:29]2[C:34]=1[N:35]=[CH:36][N:28]2[C@H:20]1[C@H:21]([OH:25])[C@H:22]([OH:23])[C@@H:18]([CH2:17][S:16]([CH2:15][CH2:14][CH2:13][CH2:12][C:10]2[NH:9][C:8]3[CH:46]=[CH:47][C:5]([C:1]([CH3:3])([CH3:4])[CH3:2])=[CH:6][C:7]=3[N:11]=2)=[O:49])[O:19]1. The catalyst class is: 6. (2) Reactant: [Cl:1][C:2]1[CH:3]=[C:4]([CH:19]=[CH:20][C:21]=1[N+:22]([O-])=O)[CH:5]=[C:6]1[CH2:11][CH2:10][N:9]([C:12]([O:14][C:15]([CH3:18])([CH3:17])[CH3:16])=[O:13])[CH2:8][CH2:7]1. Product: [NH2:22][C:21]1[CH:20]=[CH:19][C:4]([CH2:5][CH:6]2[CH2:7][CH2:8][N:9]([C:12]([O:14][C:15]([CH3:18])([CH3:16])[CH3:17])=[O:13])[CH2:10][CH2:11]2)=[CH:3][C:2]=1[Cl:1]. The catalyst class is: 865.